Task: Predict the reactants needed to synthesize the given product.. Dataset: Full USPTO retrosynthesis dataset with 1.9M reactions from patents (1976-2016) (1) Given the product [CH3:12][O:11][C:4]1[CH:3]=[C:2]([OH:13])[CH:7]=[CH:6][C:5]=1[N+:8]([O-:10])=[O:9], predict the reactants needed to synthesize it. The reactants are: F[C:2]1[CH:7]=[CH:6][C:5]([N+:8]([O-:10])=[O:9])=[C:4]([O:11][CH3:12])[CH:3]=1.[OH-:13].[Na+].Cl. (2) Given the product [Cl:3][C:4]1[CH:24]=[C:23]([Cl:25])[CH:22]=[CH:21][C:5]=1[CH2:6][O:7][C:8]1[C:15]([CH3:16])=[C:14]([O:17][CH2:18][O:19][CH3:20])[CH:13]=[CH:12][C:9]=1/[CH:10]=[CH:5]/[C:6]([O:7][CH2:8][CH3:9])=[O:26], predict the reactants needed to synthesize it. The reactants are: [H-].[Na+].[Cl:3][C:4]1[CH:24]=[C:23]([Cl:25])[CH:22]=[CH:21][C:5]=1[CH2:6][O:7][C:8]1[C:15]([CH3:16])=[C:14]([O:17][CH2:18][O:19][CH3:20])[CH:13]=[CH:12][C:9]=1[CH:10]=O.[OH2:26].